This data is from Full USPTO retrosynthesis dataset with 1.9M reactions from patents (1976-2016). The task is: Predict the reactants needed to synthesize the given product. (1) Given the product [OH:1][C:2]1[C:15]([O:16][CH3:17])=[CH:14][C:13]2[C:12](=[O:18])[C:11]3[C:6](=[CH:7][CH:8]=[CH:9][CH:10]=3)[C:5](=[O:19])[C:4]=2[C:3]=1[N+:20]([O-:22])=[O:21], predict the reactants needed to synthesize it. The reactants are: [OH:1][C:2]1[C:15]([O:16][CH3:17])=[CH:14][C:13]2[C:12](=[O:18])[C:11]3[C:6](=[CH:7][CH:8]=[CH:9][CH:10]=3)[C:5](=[O:19])[C:4]=2[CH:3]=1.[N+:20]([O-])([OH:22])=[O:21]. (2) Given the product [OH:42][C:41]([CH:8]1[C:7](=[O:10])[N:6]2[C:2]([CH3:11])([CH3:1])[O:3][CH2:4][C@H:5]2[CH2:9]1)([CH3:43])[CH3:40], predict the reactants needed to synthesize it. The reactants are: [CH3:1][C:2]1([CH3:11])[N:6]2[C:7](=[O:10])[CH2:8][CH2:9][C@@H:5]2[CH2:4][O:3]1.C([N-]C(C)C)(C)C.[Li+].C1COCC1.CCCCCCC.C(C1C=CC=CC=1)C.[CH3:40][C:41]([CH3:43])=[O:42]. (3) Given the product [NH2:15][C:14]1[N:23]([C:19]([CH3:22])([CH3:21])[CH3:20])[N:24]=[C:10]([CH2:9][O:8][CH2:1][C:2]2[CH:7]=[CH:6][CH:5]=[CH:4][CH:3]=2)[C:13]=1[C:16]#[N:17], predict the reactants needed to synthesize it. The reactants are: [CH2:1]([O:8][CH2:9][C:10](=[C:13]([C:16]#[N:17])[C:14]#[N:15])OC)[C:2]1[CH:7]=[CH:6][CH:5]=[CH:4][CH:3]=1.Cl.[C:19]([NH:23][NH2:24])([CH3:22])([CH3:21])[CH3:20].C(N(CC)CC)C. (4) Given the product [Cl:1][C:2]1[C:7]([O:8][CH:19]([F:21])[F:20])=[N:6][CH:5]=[C:4]([CH:3]=1)[C:9]([O:11][CH3:12])=[O:10], predict the reactants needed to synthesize it. The reactants are: [Cl:1][C:2]1[C:7](=[O:8])[NH:6][CH:5]=[C:4]([C:9]([O:11][CH3:12])=[O:10])[CH:3]=1.[H-].[Na+].FS([C:19](C(O)=O)([F:21])[F:20])(=O)=O.O.